Dataset: Full USPTO retrosynthesis dataset with 1.9M reactions from patents (1976-2016). Task: Predict the reactants needed to synthesize the given product. (1) Given the product [OH:18][C@H:19]([C:48]1[CH:57]=[CH:56][C:55]([OH:58])=[C:54]2[C:49]=1[CH:50]=[CH:51][C:52](=[O:59])[NH:53]2)[CH2:20][N:21]([CH2:22][CH2:23][C:24]1[CH:29]=[CH:28][CH:27]=[C:26]([CH2:30][N:31]2[CH2:47][CH2:46][C:34]3([O:39][CH2:38][CH2:37][N:36]([C:40](=[O:45])[C:41]([F:42])([F:43])[F:44])[CH2:35]3)[CH2:33][CH2:32]2)[CH:25]=1)[C:67](=[O:68])[O:69][C:70]([CH3:73])([CH3:72])[CH3:71], predict the reactants needed to synthesize it. The reactants are: F.F.F.C(N(CC)CC)C.[Si]([O:18][C@H:19]([C:48]1[CH:57]=[CH:56][C:55]([OH:58])=[C:54]2[C:49]=1[CH:50]=[CH:51][C:52](=[O:59])[NH:53]2)[CH2:20][NH:21][CH2:22][CH2:23][C:24]1[CH:29]=[CH:28][CH:27]=[C:26]([CH2:30][N:31]2[CH2:47][CH2:46][C:34]3([O:39][CH2:38][CH2:37][N:36]([C:40](=[O:45])[C:41]([F:44])([F:43])[F:42])[CH2:35]3)[CH2:33][CH2:32]2)[CH:25]=1)(C(C)(C)C)(C)C.C(N(CC)CC)C.[C:67](O[C:67]([O:69][C:70]([CH3:73])([CH3:72])[CH3:71])=[O:68])([O:69][C:70]([CH3:73])([CH3:72])[CH3:71])=[O:68]. (2) Given the product [ClH:1].[F:78][C:79]1[CH:108]=[C:107]([NH:109][C:110]([NH:112][C:113](=[O:121])[CH2:114][C:115]2[CH:116]=[CH:117][CH:118]=[CH:119][CH:120]=2)=[S:111])[CH:106]=[CH:105][C:80]=1[O:81][C:82]1[CH:87]=[CH:86][N:85]=[C:84]2[CH:88]=[C:89]([C:91]([N:93]3[CH2:97][CH2:96][CH2:95][C@H:94]3[C:98]([OH:100])=[O:99])=[O:92])[S:90][C:83]=12, predict the reactants needed to synthesize it. The reactants are: [ClH:1].FC1C=C(NC(NC(=O)CC2C=CC=CC=2)=S)C=CC=1OC1C=CN=C2C=C(C(N3CCCCC3)=O)SC=12.FC1C=C(NC(NC(=O)CC2C=CC=CC=2)=S)C=CC=1OC1C=CN=C2C=C(C(N3CCCCC3)=O)SC=12.[F:78][C:79]1[CH:108]=[C:107]([NH:109][C:110]([NH:112][C:113](=[O:121])[CH2:114][C:115]2[CH:120]=[CH:119][CH:118]=[CH:117][CH:116]=2)=[S:111])[CH:106]=[CH:105][C:80]=1[O:81][C:82]1[CH:87]=[CH:86][N:85]=[C:84]2[CH:88]=[C:89]([C:91]([N:93]3[CH2:97][CH2:96][CH2:95][C@H:94]3[C:98]([O:100]C(C)(C)C)=[O:99])=[O:92])[S:90][C:83]=12. (3) Given the product [Cl:1][C:2]1[C:7]([C:8]([F:9])([F:10])[F:11])=[CH:6][CH:5]=[CH:4][C:3]=1[C:12]([N:14]1[CH2:19][CH2:18][N:17]2[C:20]([C:24]3[CH:29]=[CH:28][CH:27]=[CH:26][C:25]=3[CH3:30])=[CH:21][N:22]=[C:16]2[CH2:15]1)=[O:13], predict the reactants needed to synthesize it. The reactants are: [Cl:1][C:2]1[C:7]([C:8]([F:11])([F:10])[F:9])=[CH:6][CH:5]=[CH:4][C:3]=1[C:12]([N:14]1[CH2:19][CH2:18][N:17]2[CH:20]=[CH:21][N:22]=[C:16]2[CH2:15]1)=[O:13].Br[C:24]1[CH:29]=[CH:28][CH:27]=[CH:26][C:25]=1[CH3:30].C1(P(C2C=CC=CC=2)C2C=CC=CC=2)C=CC=CC=1.C(=O)([O-])[O-].[Cs+].[Cs+].Cl. (4) Given the product [Br:10][C:8]1[CH:7]=[C:4]2[C:3](=[C:2]([Br:1])[CH:9]=1)[O:11][C:21](=[O:22])[C:20]([C:17]1[CH:18]=[CH:19][C:14]([O:13][CH3:12])=[CH:15][CH:16]=1)=[CH:5]2, predict the reactants needed to synthesize it. The reactants are: [Br:1][C:2]1[C:3]([OH:11])=[C:4]([CH:7]=[C:8]([Br:10])[CH:9]=1)[CH:5]=O.[CH3:12][O:13][C:14]1[CH:19]=[CH:18][C:17]([CH2:20][C:21](O)=[O:22])=[CH:16][CH:15]=1.C(N(CC)CC)C.[OH-].[Na+]. (5) Given the product [CH3:5][C:6]1[S:7][C:8]([CH3:11])=[CH:9][C:10]=1[C:13](=[O:19])[C:14]([O:16][CH2:17][CH3:18])=[O:15], predict the reactants needed to synthesize it. The reactants are: [Al+3].[Cl-].[Cl-].[Cl-].[CH3:5][C:6]1[S:7][C:8]([CH3:11])=[CH:9][CH:10]=1.Cl[C:13](=[O:19])[C:14]([O:16][CH2:17][CH3:18])=[O:15]. (6) Given the product [CH3:40][C:38]1[CH:39]=[C:31]([CH2:30][CH:9]([C:6]2[CH:5]=[CH:4][C:3]([CH:2]=[O:1])=[CH:8][N:7]=2)[CH2:10][C:11](=[O:12])[N:13]2[CH2:14][CH2:15][CH:16]([N:19]3[CH2:28][C:27]4[C:22](=[CH:23][CH:24]=[CH:25][CH:26]=4)[NH:21][C:20]3=[O:29])[CH2:17][CH2:18]2)[CH:32]=[C:33]2[C:37]=1[NH:36][N:35]=[CH:34]2, predict the reactants needed to synthesize it. The reactants are: [OH:1][CH2:2][C:3]1[CH:4]=[CH:5][C:6]([CH:9]([CH2:30][C:31]2[CH:32]=[C:33]3[C:37](=[C:38]([CH3:40])[CH:39]=2)[NH:36][N:35]=[CH:34]3)[CH2:10][C:11]([N:13]2[CH2:18][CH2:17][CH:16]([N:19]3[CH2:28][C:27]4[C:22](=[CH:23][CH:24]=[CH:25][CH:26]=4)[NH:21][C:20]3=[O:29])[CH2:15][CH2:14]2)=[O:12])=[N:7][CH:8]=1.CC(OI1(OC(C)=O)(OC(C)=O)OC(=O)C2C=CC=CC1=2)=O. (7) Given the product [F:1][C:2]1[CH:3]=[C:4]([CH:16]=[CH:17][CH:18]=1)[CH2:5][C:6]1[CH:15]=[CH:14][C:9]([C:10]([OH:12])=[O:11])=[CH:8][CH:7]=1, predict the reactants needed to synthesize it. The reactants are: [F:1][C:2]1[CH:3]=[C:4]([CH:16]=[CH:17][CH:18]=1)[CH2:5][C:6]1[CH:15]=[CH:14][C:9]([C:10]([O:12]C)=[O:11])=[CH:8][CH:7]=1.[OH-].[Li+].